From a dataset of Full USPTO retrosynthesis dataset with 1.9M reactions from patents (1976-2016). Predict the reactants needed to synthesize the given product. (1) Given the product [CH3:70][C:69]([NH:81][C:13]1[C:9](=[O:8])[N:10]([C:34]2[CH:35]=[CH:36][C:37]([C:38]#[N:39])=[CH:40][CH:41]=2)[C@@H:11]([C:23]2[CH:28]=[CH:27][CH:26]=[C:25]([O:29][C:30]([F:31])([F:33])[F:32])[CH:24]=2)[CH:12]=1)([C:71]1[CH:76]=[CH:75][CH:74]=[C:73]([C:77]([F:79])([F:80])[F:78])[N:72]=1)[CH3:68], predict the reactants needed to synthesize it. The reactants are: FC(F)(F)C(O)=O.[O:8]=[C:9]1[C:13](N[C@@H](C2C=CC=CC=2)C)=[CH:12][C@H:11]([C:23]2[CH:28]=[CH:27][CH:26]=[C:25]([O:29][C:30]([F:33])([F:32])[F:31])[CH:24]=2)[N:10]1[C:34]1[CH:41]=[CH:40][C:37]([C:38]#[N:39])=[CH:36][CH:35]=1.O=C1C(=O)C[C@H](C2C=CC=C(OC(F)(F)F)C=2)N1C1C=CC(C#N)=CC=1.[CH3:68][C:69]([NH2:81])([C:71]1[CH:76]=[CH:75][CH:74]=[C:73]([C:77]([F:80])([F:79])[F:78])[N:72]=1)[CH3:70]. (2) Given the product [F:15][C:12]1[CH:11]=[C:10]([C@H:16]2[NH:20][C@@H:19]([CH2:21][OH:22])[CH2:18][CH2:17]2)[CH:9]=[C:8]([F:7])[C:13]=1[F:14], predict the reactants needed to synthesize it. The reactants are: [H-].[H-].[H-].[H-].[Li+].[Al+3].[F:7][C:8]1[CH:9]=[C:10]([C@H:16]2[NH:20][C@@H:19]([C:21](OCC)=[O:22])[CH2:18][CH2:17]2)[CH:11]=[C:12]([F:15])[C:13]=1[F:14].O.[OH-].[Na+]. (3) Given the product [CH2:3]([O:7][C:13]1[C:14]([F:15])=[C:9]([Cl:8])[N:10]=[CH:11][N:12]=1)[C:4]#[C:5][CH3:6], predict the reactants needed to synthesize it. The reactants are: [H-].[Na+].[CH2:3]([OH:7])[C:4]#[C:5][CH3:6].[Cl:8][C:9]1[C:14]([F:15])=[C:13](Cl)[N:12]=[CH:11][N:10]=1.[Cl-].[NH4+]. (4) Given the product [CH2:9]([O:11][C:12]([C:14]1([CH2:19][O:20][C:21]2[CH:26]=[CH:25][C:24]([C:27]3[CH:28]=[CH:29][C:30]([F:33])=[CH:31][CH:32]=3)=[CH:23][CH:22]=2)[CH2:18][CH2:17][N:16]([C:6]([CH:1]2[CH2:5][CH2:4][CH2:3][CH2:2]2)=[O:7])[CH2:15]1)=[O:13])[CH3:10], predict the reactants needed to synthesize it. The reactants are: [CH:1]1([C:6](Cl)=[O:7])[CH2:5][CH2:4][CH2:3][CH2:2]1.[CH2:9]([O:11][C:12]([C:14]1([CH2:19][O:20][C:21]2[CH:26]=[CH:25][C:24]([C:27]3[CH:32]=[CH:31][C:30]([F:33])=[CH:29][CH:28]=3)=[CH:23][CH:22]=2)[CH2:18][CH2:17][NH:16][CH2:15]1)=[O:13])[CH3:10]. (5) Given the product [CH3:1][C@@H:2]1[CH2:7][CH2:6][CH2:5][CH2:4][C@@H:3]1[NH:8][C@H:9]([C:11]1[CH:12]=[CH:13][CH:14]=[CH:15][CH:16]=1)[CH3:10], predict the reactants needed to synthesize it. The reactants are: [CH3:1][CH:2]1[CH2:7][CH2:6][CH2:5][CH2:4]/[C:3]/1=[N:8]/[C@H:9]([C:11]1[CH:16]=[CH:15][CH:14]=[CH:13][CH:12]=1)[CH3:10]. (6) Given the product [N:13]1[CH:18]=[CH:17][CH:16]=[C:15]([C:2]2[CH:8]=[CH:7][C:6]([C:9]([F:12])([F:11])[F:10])=[CH:5][C:3]=2[NH2:4])[CH:14]=1, predict the reactants needed to synthesize it. The reactants are: Br[C:2]1[CH:8]=[CH:7][C:6]([C:9]([F:12])([F:11])[F:10])=[CH:5][C:3]=1[NH2:4].[N:13]1[CH:18]=[CH:17][CH:16]=[C:15](B(O)O)[CH:14]=1.O.C(=O)([O-])[O-].[Na+].[Na+]. (7) Given the product [Si:1]([O:8][C@H:9]1[CH2:13][C@H:12]2[O:14][CH2:15][C@H:16]([OH:18])[C@H:11]2[CH2:10]1)([C:4]([CH3:7])([CH3:6])[CH3:5])([CH3:3])[CH3:2], predict the reactants needed to synthesize it. The reactants are: [Si:1]([O:8][C@H:9]1[CH2:13][C@@H:12]([O:14][CH2:15][C:16]([O:18]C)=O)[CH:11]=[CH:10]1)([C:4]([CH3:7])([CH3:6])[CH3:5])([CH3:3])[CH3:2].CC(C[AlH]CC(C)C)C.O([Sn](CCCC)(CCCC)CCCC)[Sn](CCCC)(CCCC)CCCC.[SiH2](C1C=CC=CC=1)C1C=CC=CC=1.CC(N=NC(C#N)(C)C)(C#N)C. (8) Given the product [Br:1][C:2]1[CH:10]=[C:9]2[C:5]([C:6]([CH3:13])([CH3:12])[C:7](=[O:11])[N:8]2[CH2:21][CH2:22][CH2:23][O:24][CH:25]2[CH2:27][CH2:26]2)=[CH:4][CH:3]=1, predict the reactants needed to synthesize it. The reactants are: [Br:1][C:2]1[CH:10]=[C:9]2[C:5]([C:6]([CH3:13])([CH3:12])[C:7](=[O:11])[NH:8]2)=[CH:4][CH:3]=1.C([O-])([O-])=O.[Cs+].[Cs+].Br[CH2:21][CH2:22][CH2:23][O:24][CH:25]1[CH2:27][CH2:26]1.